From a dataset of Reaction yield outcomes from USPTO patents with 853,638 reactions. Predict the reaction yield, written as a fraction of the theoretical maximum amount of product (1.0 means a 100% yield; for example, 0.34 means a 34% yield). (1) The reactants are [H-].[Na+].[I-].[CH3:4][S+](C)(C)=O.[CH2:9]([O:16][C:17]([N:19]1[CH2:24][CH2:23][C:22](=[O:25])[CH2:21][CH2:20]1)=[O:18])[C:10]1[CH:15]=[CH:14][CH:13]=[CH:12][CH:11]=1. The catalyst is CS(C)=O. The product is [CH2:9]([O:16][C:17]([N:19]1[CH2:24][CH2:23][C:22]2([O:25][CH2:4]2)[CH2:21][CH2:20]1)=[O:18])[C:10]1[CH:15]=[CH:14][CH:13]=[CH:12][CH:11]=1. The yield is 0.690. (2) The reactants are [F:1][C:2]1[C:3]([C:20]2[CH:25]=[CH:24][CH:23]=[C:22]([O:26][C:27]3[S:28][CH:29]=[CH:30][N:31]=3)[CH:21]=2)=[CH:4][C:5](=[O:19])[N:6]([CH2:8][CH2:9][C@@:10]([CH3:18])([S:14]([CH3:17])(=[O:16])=[O:15])[C:11]([OH:13])=O)[CH:7]=1.FC1C(C2C=CC(N3N=CC=N3)=CC=2)=CC(=O)N(CC[C@@](C)(S(C)(=O)=O)C([NH:44][O:45][CH:46]2[CH2:51][CH2:50][CH2:49][CH2:48][O:47]2)=O)C=1. No catalyst specified. The product is [F:1][C:2]1[C:3]([C:20]2[CH:25]=[CH:24][CH:23]=[C:22]([O:26][C:27]3[S:28][CH:29]=[CH:30][N:31]=3)[CH:21]=2)=[CH:4][C:5](=[O:19])[N:6]([CH2:8][CH2:9][C@@:10]([CH3:18])([S:14]([CH3:17])(=[O:16])=[O:15])[C:11]([NH:44][O:45][CH:46]2[CH2:51][CH2:50][CH2:49][CH2:48][O:47]2)=[O:13])[CH:7]=1. The yield is 0.658. (3) The reactants are ClCCl.Cl.[Cl:5][C:6]1[CH:11]=[CH:10][C:9]([S:12]([CH:15]([C:24]2[CH:29]=[C:28]([F:30])[CH:27]=[CH:26][C:25]=2[F:31])[C:16]2[N:21]=[CH:20][C:19]([CH2:22][NH2:23])=[CH:18][CH:17]=2)(=[O:14])=[O:13])=[CH:8][CH:7]=1.CN1CCOCC1.[CH3:39][N:40]([CH3:45])[S:41](Cl)(=[O:43])=[O:42]. The catalyst is CN(C)C1C=CN=CC=1.CCCCCC.O. The product is [Cl:5][C:6]1[CH:11]=[CH:10][C:9]([S:12]([CH:15]([C:24]2[CH:29]=[C:28]([F:30])[CH:27]=[CH:26][C:25]=2[F:31])[C:16]2[N:21]=[CH:20][C:19]([CH2:22][NH:23][S:41]([N:40]([CH3:45])[CH3:39])(=[O:43])=[O:42])=[CH:18][CH:17]=2)(=[O:14])=[O:13])=[CH:8][CH:7]=1. The yield is 0.700. (4) The reactants are C1(P(C2C=CC=CC=2)C2C=CC=CC=2)C=CC=CC=1.[N:20]1[CH:25]=[C:24](B(O)O)[CH:23]=[N:22][CH:21]=1.C([O-])([O-])=O.[Na+].[Na+].[CH3:35][O:36][C:37]([C:39]1[N:40]([CH2:60][CH2:61][F:62])[CH:41]=[C:42]([C:44]2([C:52]3[CH:57]=[CH:56][C:55]([F:58])=[C:54](Br)[CH:53]=3)[C:48](=[O:49])[N:47]([CH3:50])[C:46]([NH2:51])=[N:45]2)[CH:43]=1)=[O:38]. The catalyst is C(Cl)(Cl)Cl.C1C=CC(/C=C/C(/C=C/C2C=CC=CC=2)=O)=CC=1.C1C=CC(/C=C/C(/C=C/C2C=CC=CC=2)=O)=CC=1.C1C=CC(/C=C/C(/C=C/C2C=CC=CC=2)=O)=CC=1.[Pd].[Pd].CO.CCOC(C)=O.CCOC(C)=O.C1(C)C=CC=CC=1.CO. The product is [CH3:35][O:36][C:37]([C:39]1[N:40]([CH2:60][CH2:61][F:62])[CH:41]=[C:42]([C:44]2([C:52]3[CH:57]=[CH:56][C:55]([F:58])=[C:54]([C:24]4[CH:25]=[N:20][CH:21]=[N:22][CH:23]=4)[CH:53]=3)[C:48](=[O:49])[N:47]([CH3:50])[C:46]([NH2:51])=[N:45]2)[CH:43]=1)=[O:38]. The yield is 0.640. (5) The reactants are [O:1]1[CH2:5][CH2:4][NH:3][C:2]1=[O:6].Br[CH2:8][C:9]([O:11][CH2:12][CH3:13])=[O:10].[H-].[Na+]. The catalyst is CN(C=O)C. The product is [O:6]=[C:2]1[N:3]([CH2:8][C:9]([O:11][CH2:12][CH3:13])=[O:10])[CH2:4][CH2:5][O:1]1. The yield is 0.377. (6) The reactants are [Br:1][C:2]1[CH:3]=[C:4]([NH2:9])[C:5]([Cl:8])=[N:6][CH:7]=1.C(N(C(C)C)CC)(C)C.[CH3:19][S:20](Cl)(=[O:22])=[O:21].C(=O)([O-])[O-].[K+].[K+].C(O)(=O)CC(CC(O)=O)(C(O)=O)O. The catalyst is ClCCl.O. The product is [Br:1][C:2]1[CH:3]=[C:4]([NH:9][S:20]([CH3:19])(=[O:22])=[O:21])[C:5]([Cl:8])=[N:6][CH:7]=1. The yield is 0.380.